From a dataset of Reaction yield outcomes from USPTO patents with 853,638 reactions. Predict the reaction yield, written as a fraction of the theoretical maximum amount of product (1.0 means a 100% yield; for example, 0.34 means a 34% yield). (1) The catalyst is C1COCC1. The reactants are O=[C:2]1[NH:9][CH2:8][CH:7]2[N:10]([C:11]([O:13][C:14]([CH3:17])([CH3:16])[CH3:15])=[O:12])[CH:3]1[CH2:4][CH2:5][CH2:6]2.COC1C=CC(P2(SP(C3C=CC(OC)=CC=3)(=S)S2)=[S:27])=CC=1. The yield is 0.790. The product is [S:27]=[C:2]1[NH:9][CH2:8][CH:7]2[N:10]([C:11]([O:13][C:14]([CH3:17])([CH3:16])[CH3:15])=[O:12])[CH:3]1[CH2:4][CH2:5][CH2:6]2. (2) The reactants are [NH2:1][C:2]1[CH:3]=[C:4]2[CH:13]=[C:12]([NH2:14])[CH:11]=[C:10]3[C:5]2=[C:6]([CH:23]=1)[C:7](=[O:22])[N:8]([CH2:16][CH2:17][CH2:18][C:19]([OH:21])=[O:20])[C:9]3=[O:15].CN([CH:27]=[O:28])C.N1[CH:34]=[CH:33][CH:32]=CC=1.[C:35](Cl)(=[O:37])[CH3:36].[CH3:39]O. The catalyst is O.CCOC(C)=O. The product is [C:35]([NH:1][C:2]1[CH:3]=[C:4]2[CH:13]=[C:12]([NH:14][C:27](=[O:28])[CH3:39])[CH:11]=[C:10]3[C:5]2=[C:6]([CH:23]=1)[C:7](=[O:22])[N:8]([C:16]1[CH:17]=[C:18]([CH:34]=[CH:33][CH:32]=1)[C:19]([OH:21])=[O:20])[C:9]3=[O:15])(=[O:37])[CH3:36]. The yield is 0.909. (3) The reactants are [CH3:1][O:2][C:3]1[CH:12]=[CH:11][C:10]([NH2:13])=[C:9]2[C:4]=1[CH:5]=[CH:6][CH:7]=[N:8]2.[N+:14]([C:17]1[CH:22]=[C:21]([C:23]([F:26])([F:25])[F:24])[CH:20]=[CH:19][C:18]=1[S:27](Cl)(=[O:29])=[O:28])([O-:16])=[O:15].N1C=CC=CC=1. The catalyst is C(Cl)Cl. The product is [CH3:1][O:2][C:3]1[CH:12]=[CH:11][C:10]([NH:13][S:27]([C:18]2[CH:19]=[CH:20][C:21]([C:23]([F:25])([F:26])[F:24])=[CH:22][C:17]=2[N+:14]([O-:16])=[O:15])(=[O:28])=[O:29])=[C:9]2[C:4]=1[CH:5]=[CH:6][CH:7]=[N:8]2. The yield is 0.730. (4) The reactants are [H-].[Na+].[C:3]([C:5]1[C:10]([C:11]2[NH:15][CH:14]=[C:13]([CH2:16][N:17]([CH3:25])[C:18](=[O:24])[O:19][C:20]([CH3:23])([CH3:22])[CH3:21])[CH:12]=2)=[CH:9][CH:8]=[CH:7][N:6]=1)#[N:4].C1OCCOCCOCCOCCOC1.[F:41][C:42]1[CH:47]=[CH:46][CH:45]=[CH:44][C:43]=1[S:48](Cl)(=[O:50])=[O:49].[Cl-].[NH4+]. The catalyst is O1CCCC1. The product is [C:3]([C:5]1[C:10]([C:11]2[N:15]([S:48]([C:43]3[CH:44]=[CH:45][CH:46]=[CH:47][C:42]=3[F:41])(=[O:50])=[O:49])[CH:14]=[C:13]([CH2:16][N:17]([CH3:25])[C:18](=[O:24])[O:19][C:20]([CH3:21])([CH3:22])[CH3:23])[CH:12]=2)=[CH:9][CH:8]=[CH:7][N:6]=1)#[N:4]. The yield is 0.930. (5) The product is [Br:1][C:2]1[CH:11]=[C:10]2[C:5]([C:6]([CH3:20])([CH3:19])[CH2:7][CH2:8][C:9]32[C:15](=[O:16])[N:14]([CH3:17])[C:13](=[S:30])[NH:12]3)=[CH:4][CH:3]=1. The catalyst is C1(C)C=CC=CC=1.C(OCC)(=O)C. The yield is 0.725. The reactants are [Br:1][C:2]1[CH:11]=[C:10]2[C:5]([C:6]([CH3:20])([CH3:19])[CH2:7][CH2:8][C:9]32[C:15](=[O:16])[N:14]([CH3:17])[C:13](=O)[NH:12]3)=[CH:4][CH:3]=1.COC1C=CC(P2(SP(C3C=CC(OC)=CC=3)(=S)S2)=[S:30])=CC=1.